Dataset: Catalyst prediction with 721,799 reactions and 888 catalyst types from USPTO. Task: Predict which catalyst facilitates the given reaction. (1) Reactant: [F:1][C:2]1[C:31]([F:32])=[CH:30][CH:29]=[CH:28][C:3]=1[CH2:4][N:5]1[C:9]2=[N:10][C:11]([CH3:14])=[N:12][CH:13]=[C:8]2[C:7]([C:15]2[N:16]=[C:17](I)[C:18]3[C:23]([CH3:25])([CH3:24])[C:22](=[O:26])[NH:21][C:19]=3[N:20]=2)=[N:6]1. Product: [F:1][C:2]1[C:31]([F:32])=[CH:30][CH:29]=[CH:28][C:3]=1[CH2:4][N:5]1[C:9]2=[N:10][C:11]([CH3:14])=[N:12][CH:13]=[C:8]2[C:7]([C:15]2[N:16]=[CH:17][C:18]3[C:23]([CH3:25])([CH3:24])[C:22](=[O:26])[NH:21][C:19]=3[N:20]=2)=[N:6]1. The catalyst class is: 394. (2) Reactant: [CH3:1][N:2]1[CH2:27][CH2:26][C@:4]2([N:8]=[C:7]([C:9]3[CH:14]=[C:13]([C:15]4[CH:20]=[CH:19][CH:18]=[C:17]([O:21][C:22]([F:25])([F:24])[F:23])[CH:16]=4)[CH:12]=[CH:11][N:10]=3)[CH2:6][CH2:5]2)[C:3]1=[O:28].Cl.C(=O)([O-])[O-].[Na+].[Na+]. Product: [CH3:1][N:2]1[CH2:27][CH2:26][C@:4]2([NH:8][C@@H:7]([C:9]3[CH:14]=[C:13]([C:15]4[CH:20]=[CH:19][CH:18]=[C:17]([O:21][C:22]([F:24])([F:25])[F:23])[CH:16]=4)[CH:12]=[CH:11][N:10]=3)[CH2:6][CH2:5]2)[C:3]1=[O:28]. The catalyst class is: 34. (3) Reactant: [H-].[Al+3].[Li+].[H-].[H-].[H-].[Cl:7][C:8]1[C:9]([C:16](OCC)=[O:17])=[C:10]([CH2:14][CH3:15])[CH:11]=[N:12][CH:13]=1. Product: [Cl:7][C:8]1[CH:13]=[N:12][CH:11]=[C:10]([CH2:14][CH3:15])[C:9]=1[CH2:16][OH:17]. The catalyst class is: 1. (4) Reactant: [N:1]1([C:11]2[C:15]3[CH2:16][N:17]([C:20](=[O:22])[CH3:21])[CH2:18][CH2:19][C:14]=3[N:13]([CH:23]3[CH2:26][O:25][CH2:24]3)[N:12]=2)[C:10]2[C:5](=[CH:6][CH:7]=[CH:8][CH:9]=2)[CH2:4][CH2:3][CH2:2]1.[Br:27]N1C(=O)CCC1=O. Product: [Br:27][C:7]1[CH:6]=[C:5]2[C:10](=[CH:9][CH:8]=1)[N:1]([C:11]1[C:15]3[CH2:16][N:17]([C:20](=[O:22])[CH3:21])[CH2:18][CH2:19][C:14]=3[N:13]([CH:23]3[CH2:24][O:25][CH2:26]3)[N:12]=1)[CH2:2][CH2:3][CH2:4]2. The catalyst class is: 3.